Dataset: Full USPTO retrosynthesis dataset with 1.9M reactions from patents (1976-2016). Task: Predict the reactants needed to synthesize the given product. (1) The reactants are: [CH2:1](Br)[C:2]1[CH:7]=[CH:6][CH:5]=[CH:4][CH:3]=1.O.O.O.[CH2:12]([N:14]([CH2:18][CH3:19])[C:15](=[S:17])[S-:16])[CH3:13].[Na+]. Given the product [CH3:13][CH2:12][N:14]([C:15]([S:17][CH2:1][C:2]1[CH:7]=[CH:6][CH:5]=[CH:4][CH:3]=1)=[S:16])[CH2:18][CH3:19], predict the reactants needed to synthesize it. (2) Given the product [N:28]([C@H:2]1[C:11]2[C:6](=[CH:7][C:8]([C:12]#[N:13])=[CH:9][CH:10]=2)[O:5][CH2:4][CH2:3]1)=[N+:29]=[N-:30], predict the reactants needed to synthesize it. The reactants are: O[C@@H:2]1[C:11]2[C:6](=[CH:7][C:8]([C:12]#[N:13])=[CH:9][CH:10]=2)[O:5][CH2:4][CH2:3]1.C1C=CC(P([N:28]=[N+:29]=[N-:30])(C2C=CC=CC=2)=O)=CC=1.N12CCCN=C1CCCCC2.O. (3) The reactants are: ClC1C=C(NC2[C:18]3[C:13](=[CH:14][N:15]=[CH:16][C:17]=3[O:19][CH3:20])OC=2N)C=CC=1F.BrC1C=NC=C(OC)C=1.[B:31]1([B:31]2[O:35][C:34]([CH3:37])([CH3:36])[C:33]([CH3:39])([CH3:38])[O:32]2)[O:35][C:34]([CH3:37])([CH3:36])[C:33]([CH3:39])([CH3:38])[O:32]1.C([O-])(=O)C.[K+]. Given the product [CH3:20][O:19][C:17]1[CH:16]=[N:15][CH:14]=[C:13]([B:31]2[O:35][C:34]([CH3:37])([CH3:36])[C:33]([CH3:39])([CH3:38])[O:32]2)[CH:18]=1, predict the reactants needed to synthesize it. (4) Given the product [Cl:1][C:2]1[N:3]=[C:4]([Cl:15])[C:5]([CH2:9][C:10]([O:12][CH2:13][CH3:14])=[O:11])=[C:6]([NH:23][CH2:22][C:21]2[CH:24]=[CH:25][C:18]([O:17][CH3:16])=[CH:19][CH:20]=2)[N:7]=1, predict the reactants needed to synthesize it. The reactants are: [Cl:1][C:2]1[N:7]=[C:6](Cl)[C:5]([CH2:9][C:10]([O:12][CH2:13][CH3:14])=[O:11])=[C:4]([Cl:15])[N:3]=1.[CH3:16][O:17][C:18]1[CH:25]=[CH:24][C:21]([CH2:22][NH2:23])=[CH:20][CH:19]=1.CCN(C(C)C)C(C)C. (5) Given the product [F:19][C:20]1[CH:21]=[C:22]([C:23]([N:15]2[CH2:16][CH2:17][CH2:18][CH:13]([C:10]3[N:9]=[C:8]([C:2]4[CH:3]=[CH:4][CH:5]=[CH:6][CH:7]=4)[O:12][N:11]=3)[CH2:14]2)=[O:24])[CH:26]=[CH:27][C:28]=1[F:29], predict the reactants needed to synthesize it. The reactants are: Cl.[C:2]1([C:8]2[O:12][N:11]=[C:10]([CH:13]3[CH2:18][CH2:17][CH2:16][NH:15][CH2:14]3)[N:9]=2)[CH:7]=[CH:6][CH:5]=[CH:4][CH:3]=1.[F:19][C:20]1[CH:21]=[C:22]([CH:26]=[CH:27][C:28]=1[F:29])[C:23](Cl)=[O:24]. (6) Given the product [C:10]([C:2]1[CH:8]=[CH:7][C:5]([NH2:6])=[CH:4][CH:3]=1)#[C:11][CH3:12], predict the reactants needed to synthesize it. The reactants are: I[C:2]1[CH:8]=[CH:7][C:5]([NH2:6])=[CH:4][CH:3]=1.N1CC[CH2:12][CH2:11][CH2:10]1.C#CC. (7) The reactants are: Cl[CH2:2][C:3]([C:5]1[CH:10]=[CH:9][C:8]([CH:11]([CH3:13])[CH3:12])=[CH:7][C:6]=1[NH:14][C:15](=[O:17])[CH3:16])=[O:4].Cl.[N:19]1([C:25]2[C:29]3[CH:30]=[CH:31][CH:32]=[CH:33][C:28]=3[S:27][N:26]=2)[CH2:24][CH2:23][NH:22][CH2:21][CH2:20]1. Given the product [S:27]1[C:28]2[CH:33]=[CH:32][CH:31]=[CH:30][C:29]=2[C:25]([N:19]2[CH2:20][CH2:21][N:22]([CH2:2][C:3]([C:5]3[CH:10]=[CH:9][C:8]([CH:11]([CH3:13])[CH3:12])=[CH:7][C:6]=3[NH:14][C:15](=[O:17])[CH3:16])=[O:4])[CH2:23][CH2:24]2)=[N:26]1, predict the reactants needed to synthesize it.